From a dataset of NCI-60 drug combinations with 297,098 pairs across 59 cell lines. Regression. Given two drug SMILES strings and cell line genomic features, predict the synergy score measuring deviation from expected non-interaction effect. Drug 1: CCC1(C2=C(COC1=O)C(=O)N3CC4=CC5=C(C=CC(=C5CN(C)C)O)N=C4C3=C2)O.Cl. Drug 2: COCCOC1=C(C=C2C(=C1)C(=NC=N2)NC3=CC=CC(=C3)C#C)OCCOC.Cl. Cell line: UACC-257. Synergy scores: CSS=22.6, Synergy_ZIP=-5.01, Synergy_Bliss=-0.0628, Synergy_Loewe=-4.16, Synergy_HSA=1.28.